This data is from Peptide-MHC class I binding affinity with 185,985 pairs from IEDB/IMGT. The task is: Regression. Given a peptide amino acid sequence and an MHC pseudo amino acid sequence, predict their binding affinity value. This is MHC class I binding data. (1) The binding affinity (normalized) is 0.0847. The MHC is HLA-B27:05 with pseudo-sequence HLA-B27:05. The peptide sequence is AFDIASVFF. (2) The peptide sequence is GSFASIFWL. The MHC is Mamu-A01 with pseudo-sequence Mamu-A01. The binding affinity (normalized) is 0.620. (3) The peptide sequence is DIISRRDQR. The MHC is HLA-A68:01 with pseudo-sequence HLA-A68:01. The binding affinity (normalized) is 0.669. (4) The peptide sequence is IMNEGWASF. The MHC is HLA-B08:01 with pseudo-sequence HLA-B08:01. The binding affinity (normalized) is 0.0847.